Dataset: Reaction yield outcomes from USPTO patents with 853,638 reactions. Task: Predict the reaction yield, written as a fraction of the theoretical maximum amount of product (1.0 means a 100% yield; for example, 0.34 means a 34% yield). (1) The reactants are [H-].[Na+].[Cl:3][C:4]1[CH:9]=[CH:8][C:7]([CH:10]2[CH2:15][CH2:14][CH2:13][N:12]([C:16]([C:18]3[CH:19]=[N:20][NH:21][CH:22]=3)=[O:17])[CH2:11]2)=[C:6]([C:23]([F:26])([F:25])[F:24])[CH:5]=1.[CH3:27]I. The catalyst is CN(C=O)C. The product is [Cl:3][C:4]1[CH:9]=[CH:8][C:7]([CH:10]2[CH2:15][CH2:14][CH2:13][N:12]([C:16]([C:18]3[CH:22]=[N:21][N:20]([CH3:27])[CH:19]=3)=[O:17])[CH2:11]2)=[C:6]([C:23]([F:26])([F:24])[F:25])[CH:5]=1. The yield is 0.460. (2) The reactants are [C@H:1]1([NH:10][C:11]2[CH:20]=[CH:19][C:18]3[C:17]([C:21]#[N:22])=[CH:16][CH:15]=[CH:14][C:13]=3[N:12]=2)[C:9]2[C:4](=[CH:5][CH:6]=[CH:7][CH:8]=2)[CH2:3][CH2:2]1.Cl.[NH2:24][OH:25].C(=O)([O-])[O-].[Na+].[Na+]. The catalyst is CCO.O. The product is [OH:25][NH:24][C:21]([C:17]1[C:18]2[CH:19]=[CH:20][C:11]([NH:10][C@H:1]3[C:9]4[C:4](=[CH:5][CH:6]=[CH:7][CH:8]=4)[CH2:3][CH2:2]3)=[N:12][C:13]=2[CH:14]=[CH:15][CH:16]=1)=[NH:22]. The yield is 0.790. (3) The product is [OH:1][C:2]([C:7]1[CH:8]=[CH:9][C:10]([C:13]2[N:17]=[C:16]([C:18]3[O:22][N:21]=[C:20]([C:23]4[CH:24]=[CH:25][CH:26]=[CH:27][CH:28]=4)[C:19]=3[C:29]([F:30])([F:32])[F:31])[O:15][N:14]=2)=[CH:11][CH:12]=1)([CH3:6])[C:3]([NH:61][CH2:62][CH2:63][OH:64])=[O:5]. The reactants are [OH:1][C:2]([C:7]1[CH:12]=[CH:11][C:10]([C:13]2[N:17]=[C:16]([C:18]3[O:22][N:21]=[C:20]([C:23]4[CH:28]=[CH:27][CH:26]=[CH:25][CH:24]=4)[C:19]=3[C:29]([F:32])([F:31])[F:30])[O:15][N:14]=2)=[CH:9][CH:8]=1)([CH3:6])[C:3]([OH:5])=O.F[P-](F)(F)(F)(F)F.N1(O[P+](N(C)C)(N(C)C)N(C)C)C2C=CC=CC=2N=N1.C[N:61]1CC[O:64][CH2:63][CH2:62]1.NCCO. The catalyst is CN(C=O)C. The yield is 0.146. (4) The reactants are Cl.C(OC(=O)NC[C:10]1[CH:15]=[CH:14][C:13]([C:16](=[O:32])[NH:17][CH2:18][C:19]2[S:20][C:21]([O:24][C:25]3[CH:30]=[CH:29][CH:28]=[C:27]([F:31])[CH:26]=3)=[CH:22][CH:23]=2)=[CH:12][N:11]=1)(C)(C)C.[NH2:34][C:35]1C(C(O)=O)=NC=C(N)N=1.C(=O)(O)[O-].[Na+]. The catalyst is C(OCC)(=O)C.C(O)C. The product is [F:31][C:27]1[CH:26]=[C:25]([CH:30]=[CH:29][CH:28]=1)[O:24][C:21]1[S:20][C:19]([CH2:18][NH:17][C:16](=[O:32])[C:13]2[CH:14]=[CH:15][C:10]([NH:34][CH3:35])=[N:11][CH:12]=2)=[CH:23][CH:22]=1. The yield is 0.855. (5) The reactants are [F:1][C:2]1[CH:25]=[C:24]([F:26])[CH:23]=[C:22]([F:27])[C:3]=1[C:4]([NH:6][C:7]1[CH:12]=[CH:11][CH:10]=[C:9]([C:13]([CH:15]2[CH2:20][CH2:19][N:18]([CH3:21])[CH2:17][CH2:16]2)=[O:14])[N:8]=1)=[O:5].C(OCC)C.[ClH:33]. The catalyst is C(O)(C)C. The product is [ClH:33].[F:27][C:22]1[CH:23]=[C:24]([F:26])[CH:25]=[C:2]([F:1])[C:3]=1[C:4]([NH:6][C:7]1[CH:12]=[CH:11][CH:10]=[C:9]([C:13]([CH:15]2[CH2:20][CH2:19][N:18]([CH3:21])[CH2:17][CH2:16]2)=[O:14])[N:8]=1)=[O:5]. The yield is 0.930.